From a dataset of Full USPTO retrosynthesis dataset with 1.9M reactions from patents (1976-2016). Predict the reactants needed to synthesize the given product. (1) Given the product [CH2:23]([N:14]1[C:4]2=[N:5][N:6]=[C:7]([C:8]3[CH:9]=[CH:10][CH:11]=[CH:12][CH:13]=3)[C:2]([Cl:1])=[C:3]2[C:16]([C:17]2[CH:18]=[CH:19][CH:20]=[CH:21][CH:22]=2)=[N:15]1)[C:24]1[CH:32]=[CH:33][CH:28]=[CH:29][CH:30]=1, predict the reactants needed to synthesize it. The reactants are: [Cl:1][C:2]1[C:7]([C:8]2[CH:13]=[CH:12][CH:11]=[CH:10][CH:9]=2)=[N:6][N:5]=[C:4]2[N:14]([CH2:23][CH3:24])[N:15]=[C:16]([C:17]3[CH:22]=[CH:21][CH:20]=[CH:19][CH:18]=3)[C:3]=12.Cl.Cl.C(NN)[C:28]1[CH:33]=[CH:32]C=[CH:30][CH:29]=1. (2) Given the product [NH2:1][C:4]1[CH:5]=[CH:6][C:7]2[NH:12][C:11](=[O:13])[CH2:10][O:9][C:8]=2[CH:14]=1, predict the reactants needed to synthesize it. The reactants are: [N+:1]([C:4]1[CH:5]=[CH:6][C:7]2[NH:12][C:11](=[O:13])[CH2:10][O:9][C:8]=2[CH:14]=1)([O-])=O.[H][H]. (3) Given the product [C:1]([O:5][C:6]([N:8]1[CH2:12][CH:11]([NH2:13])[CH2:10][CH:9]1[C:16]([CH3:24])([CH3:23])[O:17][SiH2:18][C:19]([CH3:22])([CH3:21])[CH3:20])=[O:7])([CH3:4])([CH3:3])[CH3:2], predict the reactants needed to synthesize it. The reactants are: [C:1]([O:5][C:6]([N:8]1[CH2:12][CH:11]([N:13]=[N+]=[N-])[CH2:10][CH:9]1[C:16]([CH3:24])([CH3:23])[O:17][SiH2:18][C:19]([CH3:22])([CH3:21])[CH3:20])=[O:7])([CH3:4])([CH3:3])[CH3:2]. (4) Given the product [CH2:22]([O:14][CH:11]([CH2:12][O:13][CH2:22][CH2:23][CH2:24][CH2:25][CH2:26][CH2:27][CH2:28][CH2:29]/[CH:30]=[CH:31]\[CH2:32]/[CH:33]=[CH:34]\[CH2:35][CH2:36][CH2:37][CH2:38][CH3:39])[CH2:10][CH2:9][O:8][CH2:7][CH2:6][N:1]1[CH2:2][CH2:3][CH2:4][CH2:5]1)[CH2:23][CH2:24][CH2:25][CH2:26][CH2:27][CH2:28][CH2:29]/[CH:30]=[CH:31]\[CH2:32]/[CH:33]=[CH:34]\[CH2:35][CH2:36][CH2:37][CH2:38][CH3:39], predict the reactants needed to synthesize it. The reactants are: [N:1]1([CH2:6][CH2:7][O:8][CH2:9][CH2:10][CH:11]([OH:14])[CH2:12][OH:13])[CH2:5][CH2:4][CH2:3][CH2:2]1.[H-].[Na+].CS(O[CH2:22][CH2:23][CH2:24][CH2:25][CH2:26][CH2:27][CH2:28][CH2:29]/[CH:30]=[CH:31]\[CH2:32]/[CH:33]=[CH:34]\[CH2:35][CH2:36][CH2:37][CH2:38][CH3:39])(=O)=O. (5) The reactants are: [NH:1]1[CH:5]=[CH:4][CH:3]=[CH:2]1.[F:6][C:7]1[CH:14]=[CH:13][C:10]([CH2:11]Br)=[CH:9][CH:8]=1.[OH-].[Na+]. Given the product [F:6][C:7]1[CH:14]=[CH:13][C:10]([CH2:11][N:1]2[CH:5]=[CH:4][CH:3]=[CH:2]2)=[CH:9][CH:8]=1, predict the reactants needed to synthesize it. (6) Given the product [F:22][C:21]1[C:15]2[O:14][CH:13]([CH2:12][NH:31][CH3:30])[CH2:17][C:16]=2[CH:18]=[C:19]([C:23]2[CH:28]=[CH:27][CH:26]=[CH:25][C:24]=2[F:29])[CH:20]=1, predict the reactants needed to synthesize it. The reactants are: CC1C=CC(S(O[CH2:12][CH:13]2[CH2:17][C:16]3[CH:18]=[C:19]([C:23]4[CH:28]=[CH:27][CH:26]=[CH:25][C:24]=4[F:29])[CH:20]=[C:21]([F:22])[C:15]=3[O:14]2)(=O)=O)=CC=1.[CH3:30][NH2:31]. (7) Given the product [CH3:13][O:12][CH2:11][CH2:10][CH2:9][O:8][C:5]1[CH:6]=[CH:7][C:2]([O:14][C:15]2[CH:16]=[C:17]([CH3:25])[C:18]([C:22](=[O:24])[CH3:23])=[C:19]([CH3:21])[CH:20]=2)=[CH:3][CH:4]=1, predict the reactants needed to synthesize it. The reactants are: Br[C:2]1[CH:7]=[CH:6][C:5]([O:8][CH2:9][CH2:10][CH2:11][O:12][CH3:13])=[CH:4][CH:3]=1.[OH:14][C:15]1[CH:20]=[C:19]([CH3:21])[C:18]([C:22](=[O:24])[CH3:23])=[C:17]([CH3:25])[CH:16]=1.Cl.CN(C)CC(O)=O.C(=O)([O-])[O-].[Cs+].[Cs+]. (8) Given the product [F:1][C:2]1[CH:7]=[C:6]([NH:8][C:9]2[N:10]=[CH:11][CH:12]=[CH:13][N:14]=2)[C:5]([NH2:15])=[CH:4][CH:3]=1, predict the reactants needed to synthesize it. The reactants are: [F:1][C:2]1[CH:3]=[CH:4][C:5]([N+:15]([O-])=O)=[C:6]([NH:8][C:9]2[N:14]=[CH:13][CH:12]=[CH:11][N:10]=2)[CH:7]=1.